The task is: Predict the reactants needed to synthesize the given product.. This data is from Full USPTO retrosynthesis dataset with 1.9M reactions from patents (1976-2016). (1) Given the product [F:10][C:11]1[CH:16]=[CH:15][C:14]([C:2]2[N:9]=[CH:8][CH:7]=[CH:6][C:3]=2[C:4]#[N:5])=[C:13]([O:20][CH3:21])[CH:12]=1, predict the reactants needed to synthesize it. The reactants are: Cl[C:2]1[N:9]=[CH:8][CH:7]=[CH:6][C:3]=1[C:4]#[N:5].[F:10][C:11]1[CH:16]=[CH:15][C:14](B(O)O)=[C:13]([O:20][CH3:21])[CH:12]=1. (2) Given the product [ClH:41].[CH2:1]([O:3][C:4](=[O:40])[CH2:5][C:6]1[CH:7]=[C:8]([C:14]2[CH:19]=[CH:18][C:17]([C:20]3[CH:21]=[N:22][C:23]([O:26][CH2:27][CH3:28])=[CH:24][CH:25]=3)=[CH:16][C:15]=2[CH2:29][NH:30][CH2:31][CH3:32])[C:9]([O:12][CH3:13])=[CH:10][CH:11]=1)[CH3:2], predict the reactants needed to synthesize it. The reactants are: [CH2:1]([O:3][C:4](=[O:40])[CH2:5][C:6]1[CH:7]=[C:8]([C:14]2[CH:19]=[CH:18][C:17]([C:20]3[CH:21]=[N:22][C:23]([O:26][CH2:27][CH3:28])=[CH:24][CH:25]=3)=[CH:16][C:15]=2[CH2:29][N:30](C(OC(C)(C)C)=O)[CH2:31][CH3:32])[C:9]([O:12][CH3:13])=[CH:10][CH:11]=1)[CH3:2].[ClH:41].O1CCOCC1.